Dataset: Full USPTO retrosynthesis dataset with 1.9M reactions from patents (1976-2016). Task: Predict the reactants needed to synthesize the given product. (1) Given the product [Cl:25][C:26]1[CH:27]=[CH:28][CH:29]=[C:30]2[C:35]=1[CH2:34][O:33][CH2:32][CH:31]2[N:13]1[C:14](=[O:22])[C:15]([C:17]([O:19][CH2:20][CH3:21])=[O:18])=[CH:16][N:11]([C:9]2[CH:8]=[CH:7][C:6]3[N:2]([CH3:1])[C:3](=[O:24])[O:4][C:5]=3[CH:10]=2)[C:12]1=[O:23], predict the reactants needed to synthesize it. The reactants are: [CH3:1][N:2]1[C:6]2[CH:7]=[CH:8][C:9]([N:11]3[CH:16]=[C:15]([C:17]([O:19][CH2:20][CH3:21])=[O:18])[C:14](=[O:22])[NH:13][C:12]3=[O:23])=[CH:10][C:5]=2[O:4][C:3]1=[O:24].[Cl:25][C:26]1[CH:27]=[CH:28][CH:29]=[C:30]2[C:35]=1[CH2:34][O:33][CH2:32][CH:31]2O.C1(P(C2C=CC=CC=2)C2C=CC=CC=2)C=CC=CC=1.CC(OC(/N=N/C(OC(C)C)=O)=O)C.Cl. (2) The reactants are: C(=O)([O-])[O-].[K+].[K+].[N:7]1([C:13]2[CH:14]=[CH:15][C:16]3[O:20][C:19]([C:21]([NH2:23])=[O:22])=[CH:18][C:17]=3[CH:24]=2)[CH2:12][CH2:11][NH:10][CH2:9][CH2:8]1.Cl[CH2:26][CH2:27][CH2:28][CH2:29][C:30]1[C:38]2[C:33](=[CH:34][CH:35]=[C:36]([C:39]#[N:40])[CH:37]=2)[NH:32][CH:31]=1. Given the product [C:39]([C:36]1[CH:37]=[C:38]2[C:33](=[CH:34][CH:35]=1)[NH:32][CH:31]=[C:30]2[CH2:29][CH2:28][CH2:27][CH2:26][N:10]1[CH2:9][CH2:8][N:7]([C:13]2[CH:14]=[CH:15][C:16]3[O:20][C:19]([C:21]([NH2:23])=[O:22])=[CH:18][C:17]=3[CH:24]=2)[CH2:12][CH2:11]1)#[N:40], predict the reactants needed to synthesize it. (3) The reactants are: [CH:1]([C:3]1[CH:10]=[CH:9][CH:8]=[CH:7][C:4]=1[C:5]#[N:6])=[CH2:2].C(=O)(O)[O-:12].[Na+].ClCCl.C1C=C(Cl)C=C(C(OO)=O)C=1. Given the product [O:12]1[CH2:2][CH:1]1[C:3]1[CH:10]=[CH:9][CH:8]=[CH:7][C:4]=1[C:5]#[N:6], predict the reactants needed to synthesize it. (4) Given the product [C:1]([C:3]1[CH:8]=[CH:7][C:6]([N:9]2[C:13]([C:14]3[CH:19]=[CH:18][C:17]([S:32]([CH3:36])(=[O:34])=[O:31])=[CH:16][CH:15]=3)=[CH:12][CH:11]=[C:10]2[CH2:22][CH2:23][C:24]([O:26][CH2:27][CH3:28])=[O:25])=[C:5]([CH3:29])[CH:4]=1)#[N:2], predict the reactants needed to synthesize it. The reactants are: [C:1]([C:3]1[CH:8]=[CH:7][C:6]([N:9]2[C:13]([C:14]3[CH:19]=[CH:18][C:17](SC)=[CH:16][CH:15]=3)=[CH:12][CH:11]=[C:10]2[CH2:22][CH2:23][C:24]([O:26][CH2:27][CH3:28])=[O:25])=[C:5]([CH3:29])[CH:4]=1)#[N:2].O[O:31][S:32]([O-:34])=O.[K+].[CH3:36]O. (5) Given the product [NH3:6].[CH2:1]([C@H:3]1[CH2:7][NH:6][CH2:5][C@H:4]1[OH:18])[CH3:2], predict the reactants needed to synthesize it. The reactants are: [CH2:1]([C@H:3]1[CH2:7][N:6](C(OCC2C=CC=CC=2)=O)[CH2:5][C@H:4]1[OH:18])[CH3:2]. (6) Given the product [N+:1]([C:4]1[CH:5]=[CH:6][C:7]([C:8]([O:10][CH2:14][CH2:15][CH2:16][CH2:17][CH2:18][CH2:19][O:22][C:21](=[O:24])[C:7]2[CH:11]=[CH:12][C:4]([N+:1]([O-:2])=[O:27])=[CH:5][CH:6]=2)=[O:9])=[CH:11][CH:12]=1)([O-:3])=[O:2], predict the reactants needed to synthesize it. The reactants are: [N+:1]([C:4]1[CH:12]=[CH:11][C:7]([C:8]([OH:10])=[O:9])=[CH:6][CH:5]=1)([O-:3])=[O:2].Br[CH2:14][CH2:15][CH2:16][CH2:17][CH2:18][CH2:19]Br.[C:21](=[O:24])([O-])[O-:22].[K+].[K+].[OH2:27].